Dataset: Forward reaction prediction with 1.9M reactions from USPTO patents (1976-2016). Task: Predict the product of the given reaction. Given the reactants C(OC([NH:8][CH2:9][C:10]([NH:12][C:13]1[CH:14]=[C:15]([C:19]2[S:41][C:22]3=[N:23][C:24]([N:28]4[CH2:33][CH2:32][N:31](C(OC(C)(C)C)=O)[CH2:30][CH2:29]4)=[CH:25][C:26](=[O:27])[N:21]3[N:20]=2)[CH:16]=[N:17][CH:18]=1)=[O:11])=O)(C)(C)C.C(O)(C(F)(F)F)=O, predict the reaction product. The product is: [NH2:8][CH2:9][C:10]([NH:12][C:13]1[CH:18]=[N:17][CH:16]=[C:15]([C:19]2[S:41][C:22]3=[N:23][C:24]([N:28]4[CH2:29][CH2:30][NH:31][CH2:32][CH2:33]4)=[CH:25][C:26](=[O:27])[N:21]3[N:20]=2)[CH:14]=1)=[O:11].